From a dataset of Reaction yield outcomes from USPTO patents with 853,638 reactions. Predict the reaction yield, written as a fraction of the theoretical maximum amount of product (1.0 means a 100% yield; for example, 0.34 means a 34% yield). (1) The reactants are Cl.Cl.[NH2:3][C:4]12[CH2:11][CH2:10][C:7]([NH2:12])([CH2:8][CH2:9]1)[CH2:6][CH2:5]2. The catalyst is CO. The product is [NH2:3][C:4]12[CH2:11][CH2:10][C:7]([NH2:12])([CH2:8][CH2:9]1)[CH2:6][CH2:5]2. The yield is 0.980. (2) The reactants are [CH3:1][C:2]1([CH3:28])[CH2:7][CH2:6][C:5]([C:8]2[CH:13]=[C:12]([C:14](O)([CH3:16])[CH3:15])[CH:11]=[CH:10][C:9]=2[NH:18][C:19]([C:21]2[NH:22][CH:23]=[C:24]([C:26]#[N:27])[N:25]=2)=[O:20])=[CH:4][CH2:3]1.O=S(Cl)Cl.[NH:33]1[CH2:38][CH2:37][S:36][CH2:35][CH2:34]1.CCOC(C)=O. The catalyst is C(Cl)Cl. The product is [CH3:1][C:2]1([CH3:28])[CH2:7][CH2:6][C:5]([C:8]2[CH:13]=[C:12]([C:14]([CH3:16])([N:33]3[CH2:38][CH2:37][S:36][CH2:35][CH2:34]3)[CH3:15])[CH:11]=[CH:10][C:9]=2[NH:18][C:19]([C:21]2[NH:22][CH:23]=[C:24]([C:26]#[N:27])[N:25]=2)=[O:20])=[CH:4][CH2:3]1. The yield is 0.880. (3) The reactants are [F:1][C:2]([F:18])([F:17])[C:3]1[CH:11]=[C:10]2[C:6]([CH:7]=[C:8]([C:12]([O:14][CH2:15][CH3:16])=[O:13])[NH:9]2)=[CH:5][CH:4]=1.IC.[C:21](=O)([O-])[O-].[K+].[K+].O. The catalyst is CN(C=O)C. The product is [CH3:21][N:9]1[C:10]2[C:6](=[CH:5][CH:4]=[C:3]([C:2]([F:17])([F:1])[F:18])[CH:11]=2)[CH:7]=[C:8]1[C:12]([O:14][CH2:15][CH3:16])=[O:13]. The yield is 0.900. (4) The reactants are [C:1]1([C@@H:7]([NH:9][C:10]2[N:15]=[C:14]([N:16]3[C:20]4[CH:21]=[C:22]([NH2:25])[CH:23]=[CH:24][C:19]=4[N:18]=[CH:17]3)[CH:13]=[N:12][CH:11]=2)[CH3:8])[CH:6]=[CH:5][CH:4]=[CH:3][CH:2]=1.[C:26](Cl)(=[O:33])[C:27]1[CH:32]=[CH:31][CH:30]=[CH:29][CH:28]=1. No catalyst specified. The product is [C:1]1([C@@H:7]([NH:9][C:10]2[N:15]=[C:14]([N:16]3[C:20]4[CH:21]=[C:22]([NH:25][C:26](=[O:33])[C:27]5[CH:32]=[CH:31][CH:30]=[CH:29][CH:28]=5)[CH:23]=[CH:24][C:19]=4[N:18]=[CH:17]3)[CH:13]=[N:12][CH:11]=2)[CH3:8])[CH:6]=[CH:5][CH:4]=[CH:3][CH:2]=1. The yield is 0.760. (5) The reactants are C(N(CC)[C:4](=[O:14])[C:5]1[CH:10]=[CH:9][C:8]([O:11][CH3:12])=[CH:7][C:6]=1[CH3:13])C.C([Li])(C)(C)C.[F:22][C:23]([F:27])([F:26])[C:24]#[N:25]. The catalyst is C1COCC1. The product is [CH3:12][O:11][C:8]1[CH:7]=[C:6]2[C:5](=[CH:10][CH:9]=1)[C:4]([OH:14])=[N:25][C:24]([C:23]([F:27])([F:26])[F:22])=[CH:13]2. The yield is 0.247. (6) The reactants are [Br:1][C:2]1[C:3]([O:12]C)=[CH:4][C:5]([O:10]C)=[C:6]([CH:9]=1)[CH:7]=[O:8].B(Br)(Br)Br. The product is [Br:1][C:2]1[C:3]([OH:12])=[CH:4][C:5]([OH:10])=[C:6]([CH:9]=1)[CH:7]=[O:8]. The yield is 0.661. The catalyst is ClCCl.